This data is from NCI-60 drug combinations with 297,098 pairs across 59 cell lines. The task is: Regression. Given two drug SMILES strings and cell line genomic features, predict the synergy score measuring deviation from expected non-interaction effect. (1) Cell line: SW-620. Drug 1: C1=CC(=CC=C1CC(C(=O)O)N)N(CCCl)CCCl.Cl. Synergy scores: CSS=15.9, Synergy_ZIP=-4.57, Synergy_Bliss=5.78, Synergy_Loewe=1.84, Synergy_HSA=2.34. Drug 2: CCN(CC)CCNC(=O)C1=C(NC(=C1C)C=C2C3=C(C=CC(=C3)F)NC2=O)C. (2) Drug 1: C1CC(C1)(C(=O)O)C(=O)O.[NH2-].[NH2-].[Pt+2]. Drug 2: CC1CCCC2(C(O2)CC(NC(=O)CC(C(C(=O)C(C1O)C)(C)C)O)C(=CC3=CSC(=N3)C)C)C. Cell line: SN12C. Synergy scores: CSS=37.5, Synergy_ZIP=0.397, Synergy_Bliss=-0.709, Synergy_Loewe=-15.4, Synergy_HSA=-0.630. (3) Drug 1: C1=NC2=C(N=C(N=C2N1C3C(C(C(O3)CO)O)O)F)N. Drug 2: CC1=C(C(=CC=C1)Cl)NC(=O)C2=CN=C(S2)NC3=CC(=NC(=N3)C)N4CCN(CC4)CCO. Cell line: MCF7. Synergy scores: CSS=11.0, Synergy_ZIP=2.20, Synergy_Bliss=4.42, Synergy_Loewe=-1.39, Synergy_HSA=-0.988.